From a dataset of Merck oncology drug combination screen with 23,052 pairs across 39 cell lines. Regression. Given two drug SMILES strings and cell line genomic features, predict the synergy score measuring deviation from expected non-interaction effect. (1) Drug 1: Nc1ccn(C2OC(CO)C(O)C2(F)F)c(=O)n1. Drug 2: CCN(CC)CCNC(=O)c1c(C)[nH]c(C=C2C(=O)Nc3ccc(F)cc32)c1C. Cell line: T47D. Synergy scores: synergy=-10.6. (2) Drug 1: COc1cc(C2c3cc4c(cc3C(OC3OC5COC(C)OC5C(O)C3O)C3COC(=O)C23)OCO4)cc(OC)c1O. Drug 2: COC1=C2CC(C)CC(OC)C(O)C(C)C=C(C)C(OC(N)=O)C(OC)C=CC=C(C)C(=O)NC(=CC1=O)C2=O. Cell line: SW837. Synergy scores: synergy=17.1. (3) Drug 1: CN1C(=O)C=CC2(C)C3CCC4(C)C(NC(=O)OCC(F)(F)F)CCC4C3CCC12. Drug 2: O=C(NOCC(O)CO)c1ccc(F)c(F)c1Nc1ccc(I)cc1F. Cell line: LOVO. Synergy scores: synergy=-2.29. (4) Drug 1: COc1cccc2c1C(=O)c1c(O)c3c(c(O)c1C2=O)CC(O)(C(=O)CO)CC3OC1CC(N)C(O)C(C)O1. Cell line: T47D. Drug 2: C=CCn1c(=O)c2cnc(Nc3ccc(N4CCN(C)CC4)cc3)nc2n1-c1cccc(C(C)(C)O)n1. Synergy scores: synergy=19.4. (5) Drug 1: CC1CC2C3CCC4=CC(=O)C=CC4(C)C3(F)C(O)CC2(C)C1(O)C(=O)CO. Drug 2: O=C(CCCCCCC(=O)Nc1ccccc1)NO. Cell line: A427. Synergy scores: synergy=-30.8. (6) Drug 1: CC1CC2C3CCC4=CC(=O)C=CC4(C)C3(F)C(O)CC2(C)C1(O)C(=O)CO. Drug 2: O=C(CCCCCCC(=O)Nc1ccccc1)NO. Cell line: UWB1289BRCA1. Synergy scores: synergy=2.02. (7) Drug 1: N.N.O=C(O)C1(C(=O)O)CCC1.[Pt]. Drug 2: O=C(CCCCCCC(=O)Nc1ccccc1)NO. Cell line: SW837. Synergy scores: synergy=-0.824. (8) Drug 1: CC1CC2C3CCC4=CC(=O)C=CC4(C)C3(F)C(O)CC2(C)C1(O)C(=O)CO. Drug 2: Cn1nnc2c(C(N)=O)ncn2c1=O. Cell line: A2780. Synergy scores: synergy=-3.04. (9) Drug 1: CN(C)C(=N)N=C(N)N. Drug 2: COC1CC2CCC(C)C(O)(O2)C(=O)C(=O)N2CCCCC2C(=O)OC(C(C)CC2CCC(OP(C)(C)=O)C(OC)C2)CC(=O)C(C)C=C(C)C(O)C(OC)C(=O)C(C)CC(C)C=CC=CC=C1C. Cell line: LOVO. Synergy scores: synergy=18.4. (10) Drug 1: CS(=O)(=O)CCNCc1ccc(-c2ccc3ncnc(Nc4ccc(OCc5cccc(F)c5)c(Cl)c4)c3c2)o1. Drug 2: CNC(=O)c1cc(Oc2ccc(NC(=O)Nc3ccc(Cl)c(C(F)(F)F)c3)cc2)ccn1. Cell line: UWB1289. Synergy scores: synergy=5.80.